The task is: Predict the reactants needed to synthesize the given product.. This data is from Full USPTO retrosynthesis dataset with 1.9M reactions from patents (1976-2016). (1) Given the product [F:8][C:4]1[CH:5]=[CH:6][CH:7]=[C:2]([F:1])[C:3]=1[C:9]1[C:18]2[CH:17]=[C:16]([C:19]#[CH:20])[CH:15]=[CH:14][C:13]=2[C:12]2=[N:25][N:26]([CH2:39][O:40][CH2:41][CH2:42][Si:43]([CH3:45])([CH3:44])[CH3:46])[C:27]([NH:28][CH:29]3[CH2:34][CH2:33][N:32]([S:35]([CH3:38])(=[O:37])=[O:36])[CH2:31][CH2:30]3)=[C:11]2[N:10]=1, predict the reactants needed to synthesize it. The reactants are: [F:1][C:2]1[CH:7]=[CH:6][CH:5]=[C:4]([F:8])[C:3]=1[C:9]1[C:18]2[CH:17]=[C:16]([C:19]#[C:20][Si](C)(C)C)[CH:15]=[CH:14][C:13]=2[C:12]2=[N:25][N:26]([CH2:39][O:40][CH2:41][CH2:42][Si:43]([CH3:46])([CH3:45])[CH3:44])[C:27]([NH:28][CH:29]3[CH2:34][CH2:33][N:32]([S:35]([CH3:38])(=[O:37])=[O:36])[CH2:31][CH2:30]3)=[C:11]2[N:10]=1.O. (2) Given the product [N:11]([N:1]1[C:10]2[C:5](=[CH:6][CH:7]=[CH:8][CH:9]=2)[CH2:4][CH2:3][CH2:2]1)=[O:12], predict the reactants needed to synthesize it. The reactants are: [NH:1]1[C:10]2[C:5](=[CH:6][CH:7]=[CH:8][CH:9]=2)[CH2:4][CH2:3][CH2:2]1.[N:11]([O-])=[O:12].[Na+]. (3) Given the product [CH3:22][O:21][C:17]1[CH:16]=[CH:15][N:14]=[C:13]([CH2:12][S+:11]([O-:27])[C:9]2[NH:8][C:7]3[CH:23]=[CH:24][C:4]([O:3][CH:2]([F:1])[F:25])=[CH:5][C:6]=3[N:10]=2)[C:18]=1[O:19][CH3:20], predict the reactants needed to synthesize it. The reactants are: [F:1][CH:2]([F:25])[O:3][C:4]1[CH:24]=[CH:23][C:7]2[NH:8][C:9]([S:11][CH2:12][C:13]3[C:18]([O:19][CH3:20])=[C:17]([O:21][CH3:22])[CH:16]=[CH:15][N:14]=3)=[N:10][C:6]=2[CH:5]=1.C([O-])([O-])=[O:27].C([O-])([O-])=O.OO.OO.OO.[Na+].[Na+].[Na+].[Na+].O.C(O)(=O)C.